From a dataset of Forward reaction prediction with 1.9M reactions from USPTO patents (1976-2016). Predict the product of the given reaction. Given the reactants [Cl:1][C:2]1[CH:7]=[C:6]([Cl:8])[CH:5]=[C:4]([CH3:9])[C:3]=1[OH:10].C(=O)([O-])[O-].[Cs+].[Cs+].[Br:17][C:18]1[CH:19]=[C:20]([C:25]2[C:37]([F:38])=[CH:36][C:28]([C:29]([NH:31][S:32]([CH3:35])(=[O:34])=[O:33])=[O:30])=[C:27]([F:39])[CH:26]=2)[CH:21]=[N:22][C:23]=1F, predict the reaction product. The product is: [Br:17][C:18]1[CH:19]=[C:20]([C:25]2[C:37]([F:38])=[CH:36][C:28]([C:29]([NH:31][S:32]([CH3:35])(=[O:33])=[O:34])=[O:30])=[C:27]([F:39])[CH:26]=2)[CH:21]=[N:22][C:23]=1[O:10][C:3]1[C:4]([CH3:9])=[CH:5][C:6]([Cl:8])=[CH:7][C:2]=1[Cl:1].